From a dataset of Full USPTO retrosynthesis dataset with 1.9M reactions from patents (1976-2016). Predict the reactants needed to synthesize the given product. (1) Given the product [CH3:1][N:2]1[C:10]2[C:5](=[CH:6][C:7]([N+:12]([O-:14])=[O:13])=[CH:8][CH:9]=2)[CH2:4][C:3]1=[O:11], predict the reactants needed to synthesize it. The reactants are: [CH3:1][N:2]1[C:10]2[C:5](=[CH:6][CH:7]=[CH:8][CH:9]=2)[CH2:4][C:3]1=[O:11].[N+:12]([O-])([OH:14])=[O:13]. (2) Given the product [CH:38]1([CH2:37][CH2:36][CH2:35][O:34][C:31]2[CH:32]=[CH:33][C:28]([CH2:27][CH2:26][CH2:25][O:22][C:21]3[CH:20]=[CH:19][C:14]([C:15]([O:17][CH3:18])=[O:16])=[CH:13][C:12]=3[C:10]([N:8]3[CH2:7][CH:6]([CH2:5][C:4]([O:3][CH2:1][CH3:2])=[O:23])[CH2:9]3)=[O:11])=[CH:29][CH:30]=2)[CH2:39][CH2:40][CH2:41][CH2:42][CH2:43]1, predict the reactants needed to synthesize it. The reactants are: [CH2:1]([O:3][C:4](=[O:23])[CH2:5][CH:6]1[CH2:9][N:8]([C:10]([C:12]2[CH:13]=[C:14]([CH:19]=[CH:20][C:21]=2[OH:22])[C:15]([O:17][CH3:18])=[O:16])=[O:11])[CH2:7]1)[CH3:2].Br[CH2:25][CH2:26][CH2:27][C:28]1[CH:33]=[CH:32][C:31]([O:34][CH2:35][CH2:36][CH2:37][CH:38]2[CH2:43][CH2:42][CH2:41][CH2:40][CH2:39]2)=[CH:30][CH:29]=1. (3) Given the product [Cl:1][C:2]1[CH:3]=[CH:4][C:5]([O:10][CH:11]2[CH2:16][CH2:15][CH2:14][CH2:13][CH2:12]2)=[C:6]([CH:9]=1)[CH:7]=[O:8], predict the reactants needed to synthesize it. The reactants are: [Cl:1][C:2]1[CH:9]=[C:6]([CH:7]=[O:8])[C:5]([OH:10])=[CH:4][CH:3]=1.[CH:11]1(OS(C)(=O)=O)[CH2:16][CH2:15][CH2:14][CH2:13][CH2:12]1.C(=O)([O-])[O-].[K+].[K+]. (4) Given the product [Br:1][C:2]1[CH:3]=[CH:4][C:5]([C:8]2[O:12][N:11]=[C:10]([CH3:13])[C:9]=2[NH:14][CH:25]([C:16]2[CH:17]=[CH:18][C:19]3[C:24](=[CH:23][CH:22]=[CH:21][CH:20]=3)[CH:15]=2)[CH3:26])=[CH:6][CH:7]=1, predict the reactants needed to synthesize it. The reactants are: [Br:1][C:2]1[CH:7]=[CH:6][C:5]([C:8]2[O:12][N:11]=[C:10]([CH3:13])[C:9]=2[NH2:14])=[CH:4][CH:3]=1.[CH:15]1[C:24]2[C:19](=[CH:20][CH:21]=[CH:22][CH:23]=2)[CH:18]=[CH:17][C:16]=1[C:25](=O)[CH3:26].